This data is from Full USPTO retrosynthesis dataset with 1.9M reactions from patents (1976-2016). The task is: Predict the reactants needed to synthesize the given product. (1) Given the product [Cl:8][C:9]1[CH:10]=[C:11]2[C:16](=[CH:17][CH:18]=1)[NH:15][C:14](=[O:19])[C:13]([C@@H:20]([NH:22][C:23]1[N:24]=[C:25]([N:2]3[CH2:3][CH2:4][CH2:5][S:1]3(=[O:7])=[O:6])[CH:26]=[CH:27][N:28]=1)[CH3:21])=[CH:12]2, predict the reactants needed to synthesize it. The reactants are: [S:1]1(=[O:7])(=[O:6])[CH2:5][CH2:4][CH2:3][NH:2]1.[Cl:8][C:9]1[CH:10]=[C:11]2[C:16](=[CH:17][CH:18]=1)[NH:15][C:14](=[O:19])[C:13]([C@@H:20]([NH:22][C:23]1[N:28]=[C:27](Cl)[CH:26]=[CH:25][N:24]=1)[CH3:21])=[CH:12]2.C([O-])([O-])=O.[Cs+].[Cs+].CCN(C(C)C)C(C)C. (2) Given the product [CH3:1][O:2][C:3](=[O:35])[CH:4]([N:12]([CH:27]([C:37]1[O:36][C:40]2=[CH:41][CH:42]=[CH:43][C:44]2=[CH:39][CH:38]=1)[C:28]1[CH:33]=[CH:32][CH:31]=[CH:30][CH:29]=1)[S:13]([C:16]1[C:21]([CH3:22])=[CH:20][C:19]([O:23][CH3:24])=[C:18]([CH3:25])[C:17]=1[CH3:26])(=[O:15])=[O:14])[CH2:5][C:6]1[CH:11]=[CH:10][CH:9]=[CH:8][CH:7]=1, predict the reactants needed to synthesize it. The reactants are: [CH3:1][O:2][C:3](=[O:35])[CH:4]([N:12]([CH2:27][C:28]1[CH:33]=[CH:32][C:31](I)=[CH:30][CH:29]=1)[S:13]([C:16]1[C:21]([CH3:22])=[CH:20][C:19]([O:23][CH3:24])=[C:18]([CH3:25])[C:17]=1[CH3:26])(=[O:15])=[O:14])[CH2:5][C:6]1[CH:11]=[CH:10][CH:9]=[CH:8][CH:7]=1.[O:36]1[C:40]2[CH:41]=[CH:42][CH:43]=[CH:44][C:39]=2[CH:38]=[C:37]1B(O)O. (3) Given the product [Cl:1][C:2]1[CH:3]=[CH:4][C:5]([S:8]([N:11]([CH2:21][C:22]2[CH:30]=[CH:29][C:25]([C:26]([NH:34][CH:32]([CH3:33])[CH3:31])=[O:28])=[CH:24][CH:23]=2)[C@H:12]([C:15]2[CH:16]=[CH:17][CH:18]=[CH:19][CH:20]=2)[CH2:13][CH3:14])(=[O:9])=[O:10])=[CH:6][CH:7]=1, predict the reactants needed to synthesize it. The reactants are: [Cl:1][C:2]1[CH:7]=[CH:6][C:5]([S:8]([N:11]([CH2:21][C:22]2[CH:30]=[CH:29][C:25]([C:26]([OH:28])=O)=[CH:24][CH:23]=2)[C@H:12]([C:15]2[CH:20]=[CH:19][CH:18]=[CH:17][CH:16]=2)[CH2:13][CH3:14])(=[O:10])=[O:9])=[CH:4][CH:3]=1.[CH3:31][CH:32]([NH2:34])[CH3:33].N1(O)C2C=CC=CC=2N=N1.C1CCC(N=C=NC2CCCCC2)CC1. (4) Given the product [OH:8][CH2:9][C@H:10]1[NH:14][C:13](=[O:22])[C@H:12]([CH2:23][C:24]2[CH:29]=[CH:28][CH:27]=[CH:26][CH:25]=2)[CH2:11]1, predict the reactants needed to synthesize it. The reactants are: [Si]([O:8][CH2:9][C@H:10]1[N:14](C(OC(C)(C)C)=O)[C:13](=[O:22])[C@H:12]([CH2:23][C:24]2[CH:29]=[CH:28][CH:27]=[CH:26][CH:25]=2)[CH2:11]1)(C(C)(C)C)(C)C. (5) Given the product [O:16]=[C:11]1[CH2:12][CH2:13][C:14](=[O:15])[N:10]1[O:9][C:1](=[O:8])[CH2:2][CH2:3][CH2:4][C:5]([OH:7])=[O:6], predict the reactants needed to synthesize it. The reactants are: [C:1]1(=[O:8])[O:7][C:5](=[O:6])[CH2:4][CH2:3][CH2:2]1.[OH:9][N:10]1[C:14](=[O:15])[CH2:13][CH2:12][C:11]1=[O:16]. (6) Given the product [F:15][C:16]1[CH:17]=[C:18]([CH:21]=[CH:22][C:23]=1[F:24])[CH2:19][N:11]1[CH2:10][CH2:9][CH:8]([NH2:7])[CH2:13][CH2:12]1, predict the reactants needed to synthesize it. The reactants are: C(OC(=O)[NH:7][CH:8]1[CH2:13][CH2:12][NH:11][CH2:10][CH2:9]1)(C)(C)C.[F:15][C:16]1[CH:17]=[C:18]([CH:21]=[CH:22][C:23]=1[F:24])[CH2:19]Br.C(N(C(C)C)CC)(C)C.FC(F)(F)C(O)=O. (7) The reactants are: [CH2:1]([Mg]Br)[CH2:2][CH3:3].[CH3:6][O:7][CH2:8][CH2:9][CH2:10][N:11]1[C:16]2[CH:17]=[C:18]([CH2:21][O:22][C@@H:23]3[C@@H:28]([C:29]4[CH:34]=[CH:33][C:32](OS(C(F)(F)F)(=O)=O)=[CH:31][CH:30]=4)[C@H:27]([O:43][Si:44]([CH:51]([CH3:53])[CH3:52])([CH:48]([CH3:50])[CH3:49])[CH:45]([CH3:47])[CH3:46])[CH2:26][N:25]([C:54]([O:56][CH2:57][C:58]4[CH:63]=[CH:62][CH:61]=[CH:60][CH:59]=4)=[O:55])[CH2:24]3)[CH:19]=[CH:20][C:15]=2[O:14][CH2:13][CH2:12]1.CN1CCCC1=O. Given the product [CH3:6][O:7][CH2:8][CH2:9][CH2:10][N:11]1[C:16]2[CH:17]=[C:18]([CH2:21][O:22][C@@H:23]3[C@@H:28]([C:29]4[CH:34]=[CH:33][C:32]([CH2:1][CH2:2][CH3:3])=[CH:31][CH:30]=4)[C@H:27]([O:43][Si:44]([CH:51]([CH3:52])[CH3:53])([CH:45]([CH3:46])[CH3:47])[CH:48]([CH3:49])[CH3:50])[CH2:26][N:25]([C:54]([O:56][CH2:57][C:58]4[CH:59]=[CH:60][CH:61]=[CH:62][CH:63]=4)=[O:55])[CH2:24]3)[CH:19]=[CH:20][C:15]=2[O:14][CH2:13][CH2:12]1, predict the reactants needed to synthesize it. (8) The reactants are: [CH2:1]([Mg]Br)[CH2:2][CH3:3].[F:6][C:7]([F:26])([F:25])[O:8][C:9]1[CH:14]=[CH:13][C:12]([N:15]2[CH2:19][CH:18]3[CH2:20][C:21](=[O:23])[CH2:22][CH:17]3[C:16]2=[O:24])=[CH:11][CH:10]=1.O. Given the product [OH:23][C:21]1([CH2:1][CH2:2][CH3:3])[CH2:22][CH:17]2[C:16](=[O:24])[N:15]([C:12]3[CH:13]=[CH:14][C:9]([O:8][C:7]([F:6])([F:25])[F:26])=[CH:10][CH:11]=3)[CH2:19][CH:18]2[CH2:20]1, predict the reactants needed to synthesize it. (9) Given the product [CH3:10][O:11][C:12]1[C:13]([CH3:21])=[C:14]2[C:7](=[CH:19][CH:20]=1)[NH:6][CH:5]=[C:15]2[CH2:16][N:17]([CH3:1])[CH3:18], predict the reactants needed to synthesize it. The reactants are: [C:1](O)(=O)C.[CH3:5][NH:6][CH3:7].C=O.[CH3:10][O:11][C:12]1[C:13]([CH3:21])=[C:14]2[C:18](=[CH:19][CH:20]=1)[NH:17][CH:16]=[CH:15]2. (10) Given the product [C:1]([C:5]1[S:9][C:8]([C:10]([NH:12][C@@H:13]([CH2:27][C:28]2[CH:29]=[CH:30][C:31]([C:34]3[N:39]=[CH:38][C:37]([C:40]4[CH:45]=[CH:44][C:43]([C:46]5[CH:47]=[CH:48][C:49]([CH2:52][CH2:53][CH2:54][CH3:55])=[CH:50][CH:51]=5)=[CH:42][C:41]=4[F:56])=[CH:36][N:35]=3)=[CH:32][CH:33]=2)[C:14]([N:16]2[CH2:19][CH:18]([C:20]([OH:22])=[O:21])[CH2:17]2)=[O:15])=[O:11])=[CH:7][CH:6]=1)([CH3:4])([CH3:3])[CH3:2], predict the reactants needed to synthesize it. The reactants are: [C:1]([C:5]1[S:9][C:8]([C:10]([NH:12][C@@H:13]([CH2:27][C:28]2[CH:33]=[CH:32][C:31]([C:34]3[N:39]=[CH:38][C:37]([C:40]4[CH:45]=[CH:44][C:43]([C:46]5[CH:51]=[CH:50][C:49]([CH2:52][CH2:53][CH2:54][CH3:55])=[CH:48][CH:47]=5)=[CH:42][C:41]=4[F:56])=[CH:36][N:35]=3)=[CH:30][CH:29]=2)[C:14]([N:16]2[CH2:19][CH:18]([C:20]([O:22]C(C)(C)C)=[O:21])[CH2:17]2)=[O:15])=[O:11])=[CH:7][CH:6]=1)([CH3:4])([CH3:3])[CH3:2].